This data is from Peptide-MHC class I binding affinity with 185,985 pairs from IEDB/IMGT. The task is: Regression. Given a peptide amino acid sequence and an MHC pseudo amino acid sequence, predict their binding affinity value. This is MHC class I binding data. (1) The peptide sequence is EEVPTLIKTL. The MHC is HLA-B45:01 with pseudo-sequence HLA-B45:01. The binding affinity (normalized) is 0.259. (2) The peptide sequence is MTACGRIVV. The MHC is HLA-B44:02 with pseudo-sequence HLA-B44:02. The binding affinity (normalized) is 0.213.